Dataset: Full USPTO retrosynthesis dataset with 1.9M reactions from patents (1976-2016). Task: Predict the reactants needed to synthesize the given product. (1) Given the product [C:7]([O:10][C@@H:11]1[C@@H:19]([C@@:20]2([CH3:34])[CH2:25][CH2:24][C@H:23]([OH:26])[CH2:22][C@@H:21]2[CH2:27][CH2:28][N:29]2[CH:33]=[N:32][CH:31]=[N:30]2)[CH2:18][CH2:17][C@@:16]2([CH3:35])[C@H:12]1[CH2:13][CH2:14][C:15]2=[CH2:1])(=[O:9])[CH3:8], predict the reactants needed to synthesize it. The reactants are: [CH3:1]C([O-])(C)C.[K+].[C:7]([O:10][C@@H:11]1[C@@H:19]([C@@:20]2([CH3:34])[CH2:25][CH2:24][C@H:23]([OH:26])[CH2:22][C@@H:21]2[CH2:27][CH2:28][N:29]2[CH:33]=[N:32][CH:31]=[N:30]2)[CH2:18][CH2:17][C@@:16]2([CH3:35])[C@H:12]1[CH2:13][CH2:14][C:15]2=O)(=[O:9])[CH3:8]. (2) Given the product [CH3:35][O:36][C:37](=[O:48])[C:38]1[CH:43]=[CH:42][C:41]([CH2:44][CH2:45][CH2:46][N:14]2[C:13](=[O:15])[CH2:12][CH2:11][CH:10]2[CH2:9][CH2:8][CH:7]([O:6][Si:5]([C:1]([CH3:3])([CH3:2])[CH3:4])([CH3:24])[CH3:23])[CH2:16][C:17]2[CH:22]=[CH:21][CH:20]=[CH:19][CH:18]=2)=[CH:40][CH:39]=1, predict the reactants needed to synthesize it. The reactants are: [C:1]([Si:5]([CH3:24])([CH3:23])[O:6][CH:7]([CH2:16][C:17]1[CH:22]=[CH:21][CH:20]=[CH:19][CH:18]=1)[CH2:8][CH2:9][CH:10]1[NH:14][C:13](=[O:15])[CH2:12][CH2:11]1)([CH3:4])([CH3:3])[CH3:2].C[Si]([N-][Si](C)(C)C)(C)C.[Na+].[CH3:35][O:36][C:37](=[O:48])[C:38]1[CH:43]=[CH:42][C:41]([CH2:44][CH2:45][CH2:46]Br)=[CH:40][CH:39]=1. (3) Given the product [CH:38]1([N:16]([C:13]2[CH:14]=[CH:15][C:10]([C:9]([OH:41])=[O:8])=[CH:11][N:12]=2)[C:17]([C:19]2[CH:24]=[CH:23][N:22]3[N:25]=[CH:26][C:27]([C:28]4[CH:29]=[CH:30][C:31]([C:34](=[O:37])[NH:35][CH3:36])=[CH:32][CH:33]=4)=[C:21]3[CH:20]=2)=[O:18])[CH2:39][CH2:40]1, predict the reactants needed to synthesize it. The reactants are: C([O:8][C:9](=[O:41])[C:10]1[CH:15]=[CH:14][C:13]([N:16]([CH:38]2[CH2:40][CH2:39]2)[C:17]([C:19]2[CH:24]=[CH:23][N:22]3[N:25]=[CH:26][C:27]([C:28]4[CH:33]=[CH:32][C:31]([C:34](=[O:37])[NH:35][CH3:36])=[CH:30][CH:29]=4)=[C:21]3[CH:20]=2)=[O:18])=[N:12][CH:11]=1)C1C=CC=CC=1. (4) Given the product [OH:6][CH2:7][C:8]1[CH:13]=[CH:12][N:11]=[C:10]([NH:14][C:15]2[S:16][C:17]([C:20]#[N:21])=[CH:18][N:19]=2)[CH:9]=1, predict the reactants needed to synthesize it. The reactants are: C([SiH2][O:6][C:7](C)(C)[C:8]1[CH:13]=[CH:12][N:11]=[C:10]([NH:14][C:15]2[S:16][C:17]([C:20]#[N:21])=[CH:18][N:19]=2)[CH:9]=1)(C)(C)C.F. (5) Given the product [Br:3][C:4]1[N:5]([C:14]2[C:23]3[C:18](=[CH:19][CH:20]=[CH:21][CH:22]=3)[C:17]([CH:24]3[CH2:26][CH2:25]3)=[CH:16][CH:15]=2)[C:6]([S:9][CH2:10][C:11]([O-:13])=[O:12])=[N:7][N:8]=1.[K+:2], predict the reactants needed to synthesize it. The reactants are: [OH-].[K+:2].[Br:3][C:4]1[N:5]([C:14]2[C:23]3[C:18](=[CH:19][CH:20]=[CH:21][CH:22]=3)[C:17]([CH:24]3[CH2:26][CH2:25]3)=[CH:16][CH:15]=2)[C:6]([S:9][CH2:10][C:11]([OH:13])=[O:12])=[N:7][N:8]=1. (6) The reactants are: C([NH:5][S:6]([C:9]1[S:13][C:12]([C:14]2[N:15]=[CH:16][N:17]([C:19]3[CH:24]=[C:23]([C:25]([F:28])([F:27])[F:26])[CH:22]=[C:21]([C:29]4[CH:34]=[CH:33][C:32]([C:35]([F:38])([F:37])[F:36])=[CH:31][CH:30]=4)[N:20]=3)[CH:18]=2)=[N:11][C:10]=1[CH3:39])(=[O:8])=[O:7])(C)(C)C.C(O)(C(F)(F)F)=O. Given the product [CH3:39][C:10]1[N:11]=[C:12]([C:14]2[N:15]=[CH:16][N:17]([C:19]3[CH:24]=[C:23]([C:25]([F:28])([F:27])[F:26])[CH:22]=[C:21]([C:29]4[CH:30]=[CH:31][C:32]([C:35]([F:37])([F:36])[F:38])=[CH:33][CH:34]=4)[N:20]=3)[CH:18]=2)[S:13][C:9]=1[S:6]([NH2:5])(=[O:8])=[O:7], predict the reactants needed to synthesize it. (7) Given the product [CH3:27][NH:26][C:24]([C:21]1([C:28]2[CH:33]=[CH:32][CH:31]=[CH:30][N:29]=2)[N:20]2[C:2](=[O:4])[NH:13][C:14]3=[CH:15][CH:16]=[CH:17][C:18](=[C:19]23)[O:23][CH2:22]1)=[O:25], predict the reactants needed to synthesize it. The reactants are: Cl[C:2](Cl)([O:4]C(=O)OC(Cl)(Cl)Cl)Cl.[NH2:13][C:14]1[C:19]2[NH:20][C:21]([C:28]3[CH:33]=[CH:32][CH:31]=[CH:30][N:29]=3)([C:24]([NH:26][CH3:27])=[O:25])[CH2:22][O:23][C:18]=2[CH:17]=[CH:16][CH:15]=1.C(N(CC)C(C)C)(C)C. (8) Given the product [Cl:3][C:4]1[CH:9]=[CH:8][C:7]([N:10]2[C:18]([N:19]([CH:20]3[CH2:25][CH2:24][CH2:23][CH2:22][CH2:21]3)[C:33](=[O:34])[CH2:32][CH:26]3[CH2:31][CH2:30][CH2:29][CH2:28][CH2:27]3)=[C:17]3[C:12]([CH:13]=[CH:14][CH:15]=[CH:16]3)=[N:11]2)=[CH:6][CH:5]=1, predict the reactants needed to synthesize it. The reactants are: [H-].[Na+].[Cl:3][C:4]1[CH:9]=[CH:8][C:7]([N:10]2[C:18]([NH:19][CH:20]3[CH2:25][CH2:24][CH2:23][CH2:22][CH2:21]3)=[C:17]3[C:12]([CH:13]=[CH:14][CH:15]=[CH:16]3)=[N:11]2)=[CH:6][CH:5]=1.[CH:26]1([CH2:32][C:33](Cl)=[O:34])[CH2:31][CH2:30][CH2:29][CH2:28][CH2:27]1.C(OC(C)=O)(C)C.[Cl-].[Na+].O. (9) Given the product [Cl:42][C:29]1[CH:30]=[CH:31][C:32]2[C:37](=[CH:36][CH:35]=[CH:34][CH:33]=2)[C:28]=1[O:27][P:26](=[N:12][C@@H:13]([CH2:22][CH:23]([CH3:25])[CH3:24])[C:14]([O:16][CH2:17][C:18]([CH3:19])([CH3:20])[CH3:21])=[O:15])=[O:38], predict the reactants needed to synthesize it. The reactants are: S(C1C=CC(C)=CC=1)([O-])(=O)=O.[NH2:12][C@@H:13]([CH2:22][CH:23]([CH3:25])[CH3:24])[C:14]([O:16][CH2:17][C:18]([CH3:21])([CH3:20])[CH3:19])=[O:15].[P:26](Cl)(Cl)(=[O:38])[O:27][C:28]1[C:37]2[C:32](=[CH:33][CH:34]=[CH:35][CH:36]=2)[CH:31]=[CH:30][CH:29]=1.C(Cl)[Cl:42].